Dataset: Catalyst prediction with 721,799 reactions and 888 catalyst types from USPTO. Task: Predict which catalyst facilitates the given reaction. (1) Reactant: [C:1]([O:5][C:6]([N:8]1[C@@H:12]([CH2:13][C:14]([CH3:34])([CH3:33])[CH2:15][C:16]([N:18]2[C:27]3[C:22](=[CH:23][CH:24]=[CH:25][CH:26]=3)[CH2:21][CH:20]([NH:28][C:29]([O:31][CH3:32])=[O:30])[CH2:19]2)=[O:17])[CH2:11][O:10]C1(C)C)=[O:7])([CH3:4])([CH3:3])[CH3:2].O.C1(C)C=CC(S(O)(=O)=O)=CC=1. Product: [CH3:32][O:31][C:29](=[O:30])[NH:28][CH:20]1[CH2:21][C:22]2[C:27](=[CH:26][CH:25]=[CH:24][CH:23]=2)[N:18]([C:16](=[O:17])[CH2:15][C:14]([CH3:34])([CH3:33])[CH2:13][C@H:12]([NH:8][C:6]([O:5][C:1]([CH3:2])([CH3:4])[CH3:3])=[O:7])[CH2:11][OH:10])[CH2:19]1. The catalyst class is: 2. (2) Reactant: C[O:2][C:3]([C:5]1([C:9]2[CH:14]=[CH:13][C:12]([NH:15][C:16]3[N:21]=[C:20]([C:22]4[CH:23]=[N:24][N:25]([CH3:27])[CH:26]=4)[CH:19]=[C:18]([N:28]4[CH2:33][CH2:32][O:31][CH2:30][CH2:29]4)[N:17]=3)=[CH:11][CH:10]=2)[CH2:8][CH2:7][CH2:6]1)=[O:4].[OH-].[Na+].O. Product: [CH3:27][N:25]1[CH:26]=[C:22]([C:20]2[CH:19]=[C:18]([N:28]3[CH2:33][CH2:32][O:31][CH2:30][CH2:29]3)[N:17]=[C:16]([NH:15][C:12]3[CH:13]=[CH:14][C:9]([C:5]4([C:3]([OH:4])=[O:2])[CH2:8][CH2:7][CH2:6]4)=[CH:10][CH:11]=3)[N:21]=2)[CH:23]=[N:24]1. The catalyst class is: 5. (3) Reactant: [C:1]([N:4]1[C:13]2[C:8](=[CH:9][C:10]([NH2:14])=[CH:11][CH:12]=2)[C:7]([C:16]2[CH:21]=[CH:20][CH:19]=[CH:18][CH:17]=2)([CH3:15])[CH2:6][C:5]1([CH3:23])[CH3:22])(=[O:3])[CH3:2].[C:24]1([N:30]=[C:31]=[O:32])[CH:29]=[CH:28][CH:27]=[CH:26][CH:25]=1.C(N(CC)C(C)C)(C)C. Product: [C:1]([N:4]1[C:13]2[C:8](=[CH:9][C:10]([NH:14][C:31]([NH:30][C:24]3[CH:29]=[CH:28][CH:27]=[CH:26][CH:25]=3)=[O:32])=[CH:11][CH:12]=2)[C:7]([C:16]2[CH:21]=[CH:20][CH:19]=[CH:18][CH:17]=2)([CH3:15])[CH2:6][C:5]1([CH3:23])[CH3:22])(=[O:3])[CH3:2]. The catalyst class is: 7. (4) Reactant: [CH:1]([C:3]1[CH:4]=[CH:5][C:6]([N+:19]([O-])=O)=[C:7]([N:9]2[CH2:14][CH2:13][CH:12]([C:15]([O:17][CH3:18])=[O:16])[CH2:11][CH2:10]2)[CH:8]=1)=[O:2].[H][H]. Product: [NH2:19][C:6]1[CH:5]=[CH:4][C:3]([CH:1]=[O:2])=[CH:8][C:7]=1[N:9]1[CH2:14][CH2:13][CH:12]([C:15]([O:17][CH3:18])=[O:16])[CH2:11][CH2:10]1. The catalyst class is: 350. (5) Reactant: [N+:1]([C:4]1[CH:5]=[C:6]([CH2:10][CH2:11][C:12]([O:14]CC)=[O:13])[CH:7]=[CH:8][CH:9]=1)([O-:3])=[O:2].[OH-].[Na+].Cl. Product: [N+:1]([C:4]1[CH:5]=[C:6]([CH2:10][CH2:11][C:12]([OH:14])=[O:13])[CH:7]=[CH:8][CH:9]=1)([O-:3])=[O:2]. The catalyst class is: 8.